The task is: Predict which catalyst facilitates the given reaction.. This data is from Catalyst prediction with 721,799 reactions and 888 catalyst types from USPTO. (1) Reactant: C(OC(=O)N[C:8]1[C:9](Br)=[N:10][C:11]([N:14]2[CH2:22][C:21]3C(=CC=CC=3)C2)=[CH:12][CH:13]=1)(C)(C)C.CCCC[N+](CCCC)(CCCC)CCCC.[F-].C(O)(=O)CC(CC(O)=O)(C(O)=O)O.CCOC(C)=O. Product: [NH:14]1[C:11]2=[N:10][CH:9]=[CH:8][CH:13]=[C:12]2[CH:21]=[CH:22]1. The catalyst class is: 1. (2) Reactant: Cl[C:2]([O:4][CH2:5][CH:6]=[CH2:7])=[O:3].[OH:8][C@H:9]1[CH2:13][NH:12][C@H:11]([C:14]([OH:16])=[O:15])[CH2:10]1.[OH-].[Na+].[Na+].[Cl-]. Product: [CH2:5]([O:4][C:2]([N:12]1[CH2:13][C@H:9]([OH:8])[CH2:10][C@H:11]1[C:14]([OH:16])=[O:15])=[O:3])[CH:6]=[CH2:7]. The catalyst class is: 249. (3) Reactant: C(OC([N:8]1[CH2:12][CH2:11][C@@H:10]([NH:13][C:14]([C:16]2[CH:36]=[CH:35][C:19]3[N:20]([CH3:34])[C:21]([NH:23][C:24]4[S:25][C:26]5[CH:32]=[C:31]([Cl:33])[CH:30]=[CH:29][C:27]=5[N:28]=4)=[N:22][C:18]=3[CH:17]=2)=[O:15])[CH2:9]1)=O)(C)(C)C. Product: [ClH:33].[ClH:33].[NH:8]1[CH2:12][CH2:11][C@@H:10]([NH:13][C:14]([C:16]2[CH:36]=[CH:35][C:19]3[N:20]([CH3:34])[C:21]([NH:23][C:24]4[S:25][C:26]5[CH:32]=[C:31]([Cl:33])[CH:30]=[CH:29][C:27]=5[N:28]=4)=[N:22][C:18]=3[CH:17]=2)=[O:15])[CH2:9]1. The catalyst class is: 89. (4) Reactant: C[O:2][C:3]1[CH:28]=[CH:27][C:6]2[C:7]([CH2:20][CH2:21][CH2:22][CH2:23][CH2:24][CH2:25][OH:26])=[C:8]([C:12]3[CH:17]=[CH:16][CH:15]=[C:14]([O:18]C)[CH:13]=3)[CH2:9][CH2:10][CH2:11][C:5]=2[CH:4]=1.C[S-].[Na+]. Product: [OH:26][CH2:25][CH2:24][CH2:23][CH2:22][CH2:21][CH2:20][C:7]1[C:6]2[CH:27]=[CH:28][C:3]([OH:2])=[CH:4][C:5]=2[CH2:11][CH2:10][CH2:9][C:8]=1[C:12]1[CH:17]=[CH:16][CH:15]=[C:14]([OH:18])[CH:13]=1. The catalyst class is: 740. (5) Reactant: C(N(C(C)C)CC)(C)C.[C:10]([C:12]1[CH:13]=[C:14]2[C:19](=[CH:20][C:21]=1[O:22][CH3:23])[N:18]=[CH:17][CH:16]=[C:15]2[O:24][C:25]1[CH:26]=[N:27][N:28]([CH2:30][C:31]([OH:33])=O)[CH:29]=1)#[N:11].[F:34][C:35]1[CH:36]=[C:37]([CH:39]=[CH:40][CH:41]=1)[NH2:38].CN(C=O)C. Product: [F:34][C:35]1[CH:36]=[C:37]([NH:38][C:31](=[O:33])[CH2:30][N:28]2[CH:29]=[C:25]([O:24][C:15]3[C:14]4[C:19](=[CH:20][C:21]([O:22][CH3:23])=[C:12]([C:10]#[N:11])[CH:13]=4)[N:18]=[CH:17][CH:16]=3)[CH:26]=[N:27]2)[CH:39]=[CH:40][CH:41]=1. The catalyst class is: 6. (6) Reactant: [Cl:1][C:2]1[N:7]([CH2:8][CH2:9]OS(C)(=O)=O)[C:6](=[O:15])[C:5]([NH:16][CH2:17][CH2:18][C:19]2[CH:24]=[CH:23][CH:22]=[CH:21][N:20]=2)=[N:4][CH:3]=1.[CH2:25]([NH2:32])[C:26]1[CH:31]=[CH:30][CH:29]=[CH:28][CH:27]=1.N1C(C)=CC=CC=1C. Product: [CH2:25]([NH:32][CH2:9][CH2:8][N:7]1[C:2]([Cl:1])=[CH:3][N:4]=[C:5]([NH:16][CH2:17][CH2:18][C:19]2[CH:24]=[CH:23][CH:22]=[CH:21][N:20]=2)[C:6]1=[O:15])[C:26]1[CH:31]=[CH:30][CH:29]=[CH:28][CH:27]=1. The catalyst class is: 245.